This data is from Catalyst prediction with 721,799 reactions and 888 catalyst types from USPTO. The task is: Predict which catalyst facilitates the given reaction. (1) Reactant: [CH:1]([C@H:3]1[CH2:7][O:6][C:5]([CH3:9])([CH3:8])[N:4]1[C:10]([O:12][C:13]([CH3:16])([CH3:15])[CH3:14])=[O:11])=O.[C:17]([CH:22]=P(C1C=CC=CC=1)(C1C=CC=CC=1)C1C=CC=CC=1)([O:19][CH2:20][CH3:21])=[O:18]. Product: [CH2:20]([O:19][C:17](=[O:18])/[CH:22]=[CH:1]/[C@H:3]1[CH2:7][O:6][C:5]([CH3:9])([CH3:8])[N:4]1[C:10]([O:12][C:13]([CH3:16])([CH3:15])[CH3:14])=[O:11])[CH3:21]. The catalyst class is: 11. (2) Reactant: [CH3:1][O:2][C:3]1[CH:8]=[C:7]([C:9](OCC)=[O:10])[CH:6]=[CH:5][N:4]=1.[H-].[Al+3].[Li+].[H-].[H-].[H-].O. Product: [OH:10][CH2:9][C:7]1[CH:6]=[CH:5][N:4]=[C:3]([O:2][CH3:1])[CH:8]=1. The catalyst class is: 28. (3) Reactant: [CH3:1][CH2:2][N:3](C(C)C)C(C)C.[NH:10]1[CH:14]=[CH:13][C:12]([C:15]([OH:17])=O)=[CH:11]1.Cl.C(N)C.CN(C(ON1N=NC2C=CC=NC1=2)=[N+](C)C)C.F[P-](F)(F)(F)(F)F. Product: [CH2:2]([NH:3][C:15]([C:12]1[CH:13]=[CH:14][NH:10][CH:11]=1)=[O:17])[CH3:1]. The catalyst class is: 31.